This data is from Catalyst prediction with 721,799 reactions and 888 catalyst types from USPTO. The task is: Predict which catalyst facilitates the given reaction. (1) Reactant: [CH2:1]([O:3][C:4](=[O:17])[CH2:5][CH:6]([NH2:16])[CH2:7][C:8]1[CH:13]=[C:12]([F:14])[CH:11]=[CH:10][C:9]=1[F:15])[CH3:2].C(N(CC)CC)C.[C:25]([O:29][C:30](O[C:30]([O:29][C:25]([CH3:28])([CH3:27])[CH3:26])=[O:31])=[O:31])([CH3:28])([CH3:27])[CH3:26]. Product: [CH2:1]([O:3][C:4](=[O:17])[CH2:5][CH:6]([NH:16][C:30]([O:29][C:25]([CH3:28])([CH3:27])[CH3:26])=[O:31])[CH2:7][C:8]1[CH:13]=[C:12]([F:14])[CH:11]=[CH:10][C:9]=1[F:15])[CH3:2]. The catalyst class is: 12. (2) Reactant: [NH2:1][C:2]1[S:3][C:4]2[CH2:10][CH:9]([NH:11][CH2:12][CH2:13][CH3:14])[CH2:8][CH2:7][C:5]=2[N:6]=1.[BrH:15]. Product: [BrH:15].[NH2:1][C:2]1[S:3][C:4]2[CH2:10][CH:9]([NH:11][CH2:12][CH2:13][CH3:14])[CH2:8][CH2:7][C:5]=2[N:6]=1. The catalyst class is: 5. (3) Reactant: [Cl:1][C:2]1[CH:3]=[C:4]([N:8]2[C:12]([CH2:13][NH2:14])=[CH:11][C:10]([C:15]([F:18])([F:17])[F:16])=[N:9]2)[CH:5]=[CH:6][CH:7]=1.[N:19]1[CH:24]=[CH:23][CH:22]=[CH:21][C:20]=1[CH2:25][C:26](O)=[O:27].F[B-](F)(F)F.N1(OC(N(C)C)=[N+](C)C)C2C=CC=CC=2N=N1.C(N(C(C)C)C(C)C)C. Product: [Cl:1][C:2]1[CH:3]=[C:4]([N:8]2[C:12]([CH2:13][NH:14][C:26](=[O:27])[CH2:25][C:20]3[CH:21]=[CH:22][CH:23]=[CH:24][N:19]=3)=[CH:11][C:10]([C:15]([F:16])([F:17])[F:18])=[N:9]2)[CH:5]=[CH:6][CH:7]=1. The catalyst class is: 213. (4) Reactant: N[C:2]1[CH:3]=[C:4]([CH2:8][C:9]([O:11][CH3:12])=[O:10])[CH:5]=[CH:6][CH:7]=1.N1C=CC=CC=1.[CH3:19][S:20](Cl)(=[O:22])=[O:21].C(=O)(O)[O-].[Na+]. Product: [CH3:19][S:20]([C:2]1[CH:3]=[C:4]([CH2:8][C:9]([O:11][CH3:12])=[O:10])[CH:5]=[CH:6][CH:7]=1)(=[O:22])=[O:21]. The catalyst class is: 2. (5) Reactant: [O:1]1[C:6]2[CH:7]=[CH:8][CH:9]=[CH:10][C:5]=2[O:4][CH2:3][CH:2]1[CH2:11][N:12]1[CH2:17][CH2:16][CH2:15][C:14]([CH2:19][OH:20])([CH3:18])[CH2:13]1.[CH3:21][S:22](Cl)(=[O:24])=[O:23].[OH-].[Na+]. Product: [O:1]1[C:6]2[CH:7]=[CH:8][CH:9]=[CH:10][C:5]=2[O:4][CH2:3][CH:2]1[CH2:11][N:12]1[CH2:17][CH2:16][CH2:15][C:14]([CH2:19][O:20][S:22]([CH3:21])(=[O:24])=[O:23])([CH3:18])[CH2:13]1. The catalyst class is: 2. (6) Reactant: P(Cl)(Cl)(Cl)=O.[CH3:6][C:7]1[N:8]([C:22]2[CH:27]=[CH:26][CH:25]=[C:24]([C:28]([F:31])([F:30])[F:29])[CH:23]=2)[C:9](=[O:21])[N:10]([C@H:14]([CH3:20])[CH2:15][S:16](Cl)(=[O:18])=[O:17])[C:11](=[O:13])[CH:12]=1.O.[NH3:33].O. Product: [CH3:6][C:7]1[N:8]([C:22]2[CH:27]=[CH:26][CH:25]=[C:24]([C:28]([F:31])([F:30])[F:29])[CH:23]=2)[C:9](=[O:21])[N:10]([C@H:14]([CH3:20])[CH2:15][S:16]([NH2:33])(=[O:18])=[O:17])[C:11](=[O:13])[CH:12]=1. The catalyst class is: 115.